This data is from Forward reaction prediction with 1.9M reactions from USPTO patents (1976-2016). The task is: Predict the product of the given reaction. (1) Given the reactants [C:1]([O:5][C:6]([N:8](C(OC(C)(C)C)=O)[C:9]1[N:14]=[C:13]([C:15](OCC)=[O:16])[CH:12]=[CH:11][CH:10]=1)=[O:7])([CH3:4])([CH3:3])[CH3:2].[H-].[H-].[H-].[H-].[Li+].[Al+3], predict the reaction product. The product is: [OH:16][CH2:15][C:13]1[N:14]=[C:9]([NH:8][C:6](=[O:7])[O:5][C:1]([CH3:3])([CH3:2])[CH3:4])[CH:10]=[CH:11][CH:12]=1. (2) Given the reactants [O:1]1[C:5]2[CH:6]=[CH:7][C:8]([CH:10]([N:12]3[CH2:17][CH2:16][N:15](C(OC(C)(C)C)=O)[CH2:14][CH2:13]3)[CH3:11])=[CH:9][C:4]=2[O:3][CH2:2]1.[ClH:25], predict the reaction product. The product is: [ClH:25].[O:1]1[C:5]2[CH:6]=[CH:7][C:8]([CH:10]([N:12]3[CH2:17][CH2:16][NH:15][CH2:14][CH2:13]3)[CH3:11])=[CH:9][C:4]=2[O:3][CH2:2]1. (3) Given the reactants [CH:1]1([S:4][C:5]2[CH:20]=[CH:19][CH:18]=[CH:17][C:6]=2/[CH:7]=[N:8]/[CH2:9][CH2:10][CH2:11][C:12]([O:14][CH2:15][CH3:16])=[O:13])[CH2:3][CH2:2]1.CCN(CC)CC, predict the reaction product. The product is: [CH:1]1([S:4][C:5]2[CH:20]=[CH:19][CH:18]=[CH:17][C:6]=2[CH:7]2[CH:11]([C:12]([O:14][CH2:15][CH3:16])=[O:13])[CH2:10][CH2:9][NH:8]2)[CH2:2][CH2:3]1. (4) Given the reactants [CH:1]1([O:6][CH2:7][CH2:8][O:9][C:10]2[CH:20]=[CH:19][C:13]([O:14][CH2:15][CH:16]3[CH2:18][O:17]3)=[CH:12][CH:11]=2)[CH2:5][CH2:4][CH2:3][CH2:2]1.Cl.[NH2:22][CH2:23][CH2:24][NH:25][C:26]([NH:28][C:29]1[CH:34]=[CH:33][CH:32]=[CH:31][C:30]=1[OH:35])=[O:27], predict the reaction product. The product is: [CH:1]1([O:6][CH2:7][CH2:8][O:9][C:10]2[CH:20]=[CH:19][C:13]([O:14][CH2:15][CH:16]([OH:17])[CH2:18][NH:22][CH2:23][CH2:24][NH:25][C:26]([NH:28][C:29]3[CH:34]=[CH:33][CH:32]=[CH:31][C:30]=3[OH:35])=[O:27])=[CH:12][CH:11]=2)[CH2:5][CH2:4][CH2:3][CH2:2]1. (5) The product is: [Cl:1][C:2]1[CH:7]=[CH:6][C:5]([CH:8]2[CH2:13][C:12](=[O:14])[NH:11][C:10]([CH3:15])=[C:9]2[C:16]([NH:18][C:19]2[CH:20]=[C:21]3[C:25](=[CH:26][CH:27]=2)[NH:24][N:23]=[C:22]3[CH2:28][CH3:29])=[O:17])=[CH:4][C:3]=1[OH:30]. Given the reactants [Cl:1][C:2]1[CH:7]=[CH:6][C:5]([CH:8]2[CH2:13][C:12](=[O:14])[NH:11][C:10]([CH3:15])=[C:9]2[C:16]([NH:18][C:19]2[CH:20]=[C:21]3[C:25](=[CH:26][CH:27]=2)[NH:24][N:23]=[C:22]3[CH2:28][CH3:29])=[O:17])=[CH:4][C:3]=1[O:30]C.B(Cl)(Cl)Cl, predict the reaction product. (6) Given the reactants [CH3:1][N:2]([CH:10]1[CH2:15][CH2:14][CH:13]([NH:16][CH2:17][C:18]2[CH:23]=[C:22]([C:24]3[CH:29]=[CH:28][N:27]=[CH:26][CH:25]=3)[CH:21]=[CH:20][C:19]=2[CH3:30])[CH2:12][CH2:11]1)[C:3](=[O:9])[O:4][C:5]([CH3:8])([CH3:7])[CH3:6].[Cl:31][C:32]1[C:33]2[C:43]([F:44])=[CH:42][CH:41]=[C:40]([F:45])[C:34]=2[S:35][C:36]=1[C:37](Cl)=[O:38], predict the reaction product. The product is: [Cl:31][C:32]1[C:33]2[C:43]([F:44])=[CH:42][CH:41]=[C:40]([F:45])[C:34]=2[S:35][C:36]=1[C:37]([N:16]([CH2:17][C:18]1[CH:23]=[C:22]([C:24]2[CH:25]=[CH:26][N:27]=[CH:28][CH:29]=2)[CH:21]=[CH:20][C:19]=1[CH3:30])[CH:13]1[CH2:14][CH2:15][CH:10]([N:2]([CH3:1])[C:3](=[O:9])[O:4][C:5]([CH3:8])([CH3:7])[CH3:6])[CH2:11][CH2:12]1)=[O:38].